The task is: Predict the product of the given reaction.. This data is from Forward reaction prediction with 1.9M reactions from USPTO patents (1976-2016). The product is: [F:32][C:33]1[CH:51]=[CH:50][C:36]([CH2:37][N:38]([CH3:49])[C:39]([C:41]2[CH2:42][N:31]([CH2:30][CH2:29][C:26]3[CH:27]=[CH:28][C:23]([Cl:22])=[CH:24][CH:25]=3)[C:44](=[O:47])[C:45]=2[OH:46])=[O:40])=[CH:35][CH:34]=1. Given the reactants COC(=O)C(O)=CC(=O)N(CC1C=CC(F)=CC=1)C.C=O.[Cl:22][C:23]1[CH:28]=[CH:27][C:26]([CH2:29][CH2:30][NH2:31])=[CH:25][CH:24]=1.[F:32][C:33]1[CH:51]=[CH:50][C:36]([CH2:37][N:38]([CH3:49])[C:39]([C:41]2[CH2:42]N(C)[C:44](=[O:47])[C:45]=2[OH:46])=[O:40])=[CH:35][CH:34]=1, predict the reaction product.